From a dataset of Forward reaction prediction with 1.9M reactions from USPTO patents (1976-2016). Predict the product of the given reaction. (1) The product is: [Cl:22][C:2]1[CH:7]=[CH:6][C:5]([C:8](=[O:17])[C:9]2[CH:14]=[CH:13][C:12]([O:15][CH3:16])=[CH:11][CH:10]=2)=[CH:4][C:3]=1[S:18]([Cl:21])(=[O:20])=[O:19]. Given the reactants F[C:2]1[CH:7]=[CH:6][C:5]([C:8](=[O:17])[C:9]2[CH:14]=[CH:13][C:12]([O:15][CH3:16])=[CH:11][CH:10]=2)=[CH:4][C:3]=1[S:18]([Cl:21])(=[O:20])=[O:19].[Cl:22]C1C=CC(C(O)=O)=CC=1, predict the reaction product. (2) Given the reactants [Cl:1][C:2]([Cl:8])([Cl:7])[C:3]([CH3:6])([OH:5])[CH3:4].[Cl:9][C:10]([CH3:16])([CH3:15])[C:11](OC)=[O:12], predict the reaction product. The product is: [C:11]([O:5][C:3]([CH3:6])([CH3:4])[C:2]([Cl:8])([Cl:7])[Cl:1])(=[O:12])[C:10]([CH3:16])=[CH2:15].[Cl:9][C:10]([CH3:16])([CH3:15])[C:11]([O:5][C:3]([CH3:6])([CH3:4])[C:2]([Cl:8])([Cl:7])[Cl:1])=[O:12]. (3) Given the reactants Br[C:2]1[CH:3]=[N:4][C:5]2[N:6]([CH:8]=[C:9]([CH2:11][O:12][C:13]3[CH:18]=[CH:17][C:16]([F:19])=[CH:15][N:14]=3)[N:10]=2)[CH:7]=1.[F:20][C:21]1[CH:26]=[CH:25][C:24](B(O)O)=[CH:23][CH:22]=1, predict the reaction product. The product is: [F:20][C:21]1[CH:26]=[CH:25][C:24]([C:2]2[CH:3]=[N:4][C:5]3[N:6]([CH:8]=[C:9]([CH2:11][O:12][C:13]4[CH:18]=[CH:17][C:16]([F:19])=[CH:15][N:14]=4)[N:10]=3)[CH:7]=2)=[CH:23][CH:22]=1.